This data is from Catalyst prediction with 721,799 reactions and 888 catalyst types from USPTO. The task is: Predict which catalyst facilitates the given reaction. (1) Reactant: Cl[C:2]1[CH:7]=[CH:6][N:5]=[C:4]([NH:8][C:9]2[CH:14]=[CH:13][CH:12]=[C:11]([Cl:15])[CH:10]=2)[N:3]=1.C(N(C(C)C)CC)(C)C.[O:25]1[CH2:30][CH2:29][N:28]([CH2:31][CH2:32][CH2:33][NH2:34])[CH2:27][CH2:26]1. Product: [Cl:15][C:11]1[CH:10]=[C:9]([NH:8][C:4]2[N:3]=[C:2]([NH:34][CH2:33][CH2:32][CH2:31][N:28]3[CH2:29][CH2:30][O:25][CH2:26][CH2:27]3)[CH:7]=[CH:6][N:5]=2)[CH:14]=[CH:13][CH:12]=1. The catalyst class is: 1. (2) Reactant: [Si]([O:8][CH2:9][CH:10]1[O:14][N:13]=[C:12]([C:15]2[CH:20]=[CH:19][C:18]([C:21]3[CH:26]=[CH:25][C:24]([N:27]4[CH2:31][C@H:30]([CH2:32][N:33]5[CH:37]=[CH:36][N:35]=[N:34]5)[O:29][C:28]4=[O:38])=[CH:23][CH:22]=3)=[CH:17][CH:16]=2)[CH2:11]1)(C(C)(C)C)(C)C.[F-].C([N+](CCCC)(CCCC)CCCC)CCC.O. Product: [OH:8][CH2:9][CH:10]1[O:14][N:13]=[C:12]([C:15]2[CH:16]=[CH:17][C:18]([C:21]3[CH:22]=[CH:23][C:24]([N:27]4[CH2:31][C@H:30]([CH2:32][N:33]5[CH:37]=[CH:36][N:35]=[N:34]5)[O:29][C:28]4=[O:38])=[CH:25][CH:26]=3)=[CH:19][CH:20]=2)[CH2:11]1. The catalyst class is: 56. (3) Reactant: Cl.[CH2:2]([O:4][C:5]([N:7]1[CH2:13][CH:12]([N:14]2[C:22](=[O:23])[C:21]3[C:16](=[CH:17][CH:18]=[CH:19][CH:20]=3)[C:15]2=[O:24])[C:11]([NH2:25])=[N:10][CH2:9][CH2:8]1)=[O:6])[CH3:3].[H-].[Na+].[N:28]1[CH:33]=[CH:32][C:31]([C:34](=O)[CH2:35][C:36](OCC)=[O:37])=[N:30][CH:29]=1. Product: [CH2:2]([O:4][C:5]([N:7]1[CH2:13][CH:12]([N:14]2[C:15](=[O:24])[C:16]3[C:21](=[CH:20][CH:19]=[CH:18][CH:17]=3)[C:22]2=[O:23])[C:11]2=[N:25][C:34]([C:31]3[CH:32]=[CH:33][N:28]=[CH:29][N:30]=3)=[CH:35][C:36](=[O:37])[N:10]2[CH2:9][CH2:8]1)=[O:6])[CH3:3]. The catalyst class is: 207. (4) Reactant: [I:1][C:2]1[CH:7]=[CH:6][C:5]([OH:8])=[CH:4][CH:3]=1.C([O-])([O-])=O.[K+].[K+].[Br:15][CH2:16][CH2:17]Br.O. Product: [Br:15][CH2:16][CH2:17][O:8][C:5]1[CH:6]=[CH:7][C:2]([I:1])=[CH:3][CH:4]=1. The catalyst class is: 3. (5) Reactant: C([O:8][C:9]1[CH:14]=[CH:13][C:12]([C:15]2[CH2:20][CH2:19][CH2:18][C:17]([CH3:22])([CH3:21])[CH:16]=2)=[CH:11][CH:10]=1)C1C=CC=CC=1. Product: [CH3:21][C:17]1([CH3:22])[CH2:18][CH2:19][CH2:20][CH:15]([C:12]2[CH:11]=[CH:10][C:9]([OH:8])=[CH:14][CH:13]=2)[CH2:16]1. The catalyst class is: 515. (6) Reactant: [OH:1][CH2:2][CH2:3][CH2:4][CH2:5][CH2:6][CH2:7][C:8]1[O:12][N:11]=[C:10]([C:13]([O:15][CH2:16][CH3:17])=[O:14])[CH:9]=1.[C:18]1(P([C:18]2[CH:23]=[CH:22][CH:21]=[CH:20][CH:19]=2)[C:18]2[CH:23]=[CH:22][CH:21]=[CH:20][CH:19]=2)[CH:23]=[CH:22][CH:21]=[CH:20][CH:19]=1.C1(O)C=CC=CC=1.N(C(OCC)=O)=NC(OCC)=O.Cl. Product: [O:1]([CH2:2][CH2:3][CH2:4][CH2:5][CH2:6][CH2:7][C:8]1[O:12][N:11]=[C:10]([C:13]([O:15][CH2:16][CH3:17])=[O:14])[CH:9]=1)[C:18]1[CH:23]=[CH:22][CH:21]=[CH:20][CH:19]=1. The catalyst class is: 7. (7) Reactant: [F:1][C:2]1[CH:7]=[CH:6][C:5]([OH:8])=[CH:4][CH:3]=1.C1(P(C2C=CC=CC=2)C2C=CC=CC=2)C=CC=CC=1.[C:28]([N:35]1[CH2:40][CH2:39][CH2:38][CH:37]([CH2:41]O)[CH2:36]1)([O:30][C:31]([CH3:34])([CH3:33])[CH3:32])=[O:29].CCOC(/N=N/C(OCC)=O)=O. Product: [F:1][C:2]1[CH:7]=[CH:6][C:5]([O:8][CH2:41][CH:37]2[CH2:38][CH2:39][CH2:40][N:35]([C:28]([O:30][C:31]([CH3:32])([CH3:34])[CH3:33])=[O:29])[CH2:36]2)=[CH:4][CH:3]=1. The catalyst class is: 1.